Dataset: Forward reaction prediction with 1.9M reactions from USPTO patents (1976-2016). Task: Predict the product of the given reaction. (1) Given the reactants [O:1]1[CH2:6][CH2:5][N:4]([CH2:7][CH2:8][O:9][C:10]2[CH:15]=[CH:14][N:13]3[C:16]([C:19]([O-:21])=O)=[CH:17][N:18]=[C:12]3[CH:11]=2)[CH2:3][CH2:2]1.[Li+].CN(C(ON1N=NC2C=CC=NC1=2)=[N+](C)C)C.F[P-](F)(F)(F)(F)F.[CH3:47][C:48]1[C:56]2[C:55]([NH2:57])=[CH:54][CH:53]=[CH:52][C:51]=2[N:50]([CH2:58][C:59]2[CH:64]=[CH:63][CH:62]=[C:61]([CH3:65])[N:60]=2)[N:49]=1.C(N(C(C)C)CC)(C)C, predict the reaction product. The product is: [CH3:47][C:48]1[C:56]2[C:51](=[CH:52][CH:53]=[CH:54][C:55]=2[NH:57][C:19]([C:16]2[N:13]3[CH:14]=[CH:15][C:10]([O:9][CH2:8][CH2:7][N:4]4[CH2:3][CH2:2][O:1][CH2:6][CH2:5]4)=[CH:11][C:12]3=[N:18][CH:17]=2)=[O:21])[N:50]([CH2:58][C:59]2[CH:64]=[CH:63][CH:62]=[C:61]([CH3:65])[N:60]=2)[N:49]=1. (2) The product is: [C:9]1([CH3:22])[CH:14]=[C:13]([CH3:15])[CH:12]=[C:11]([CH3:16])[C:10]=1[S:17]([O-:20])(=[O:19])=[O:18].[NH2:21][N+:5]1[CH:6]=[CH:7][C:2]([Br:1])=[CH:3][C:4]=1[Cl:8]. Given the reactants [Br:1][C:2]1[CH:7]=[CH:6][N:5]=[C:4]([Cl:8])[CH:3]=1.[C:9]1([CH3:22])[CH:14]=[C:13]([CH3:15])[CH:12]=[C:11]([CH3:16])[C:10]=1[S:17]([O:20][NH2:21])(=[O:19])=[O:18], predict the reaction product. (3) Given the reactants [I:1][C:2]1[CH:3]=[C:4]([CH:8]=[CH:9][C:10]=1[CH3:11])[C:5]([OH:7])=[O:6].S(=O)(=O)(O)O.[CH3:17]O, predict the reaction product. The product is: [CH3:17][O:6][C:5](=[O:7])[C:4]1[CH:8]=[CH:9][C:10]([CH3:11])=[C:2]([I:1])[CH:3]=1. (4) Given the reactants [C:1]([OH:6])(=[O:5])[CH:2]([CH3:4])[OH:3].[C:7]([OH:15])(=[O:14])C(CC(O)=O)O, predict the reaction product. The product is: [C:1]([OH:6])(=[O:5])[CH:2]([CH3:4])[OH:3].[OH:14][C:7]([OH:15])=[O:3].